From a dataset of NCI-60 drug combinations with 297,098 pairs across 59 cell lines. Regression. Given two drug SMILES strings and cell line genomic features, predict the synergy score measuring deviation from expected non-interaction effect. (1) Drug 2: CC1=C(C=C(C=C1)NC(=O)C2=CC=C(C=C2)CN3CCN(CC3)C)NC4=NC=CC(=N4)C5=CN=CC=C5. Drug 1: C1=CC(=C2C(=C1NCCNCCO)C(=O)C3=C(C=CC(=C3C2=O)O)O)NCCNCCO. Synergy scores: CSS=40.9, Synergy_ZIP=3.88, Synergy_Bliss=3.79, Synergy_Loewe=-22.7, Synergy_HSA=2.80. Cell line: LOX IMVI. (2) Drug 1: COC1=CC(=CC(=C1O)OC)C2C3C(COC3=O)C(C4=CC5=C(C=C24)OCO5)OC6C(C(C7C(O6)COC(O7)C8=CC=CS8)O)O. Drug 2: CCC(=C(C1=CC=CC=C1)C2=CC=C(C=C2)OCCN(C)C)C3=CC=CC=C3.C(C(=O)O)C(CC(=O)O)(C(=O)O)O. Cell line: SK-MEL-28. Synergy scores: CSS=12.5, Synergy_ZIP=-3.51, Synergy_Bliss=3.45, Synergy_Loewe=-16.5, Synergy_HSA=1.42. (3) Drug 2: CC1C(C(CC(O1)OC2CC(OC(C2O)C)OC3=CC4=CC5=C(C(=O)C(C(C5)C(C(=O)C(C(C)O)O)OC)OC6CC(C(C(O6)C)O)OC7CC(C(C(O7)C)O)OC8CC(C(C(O8)C)O)(C)O)C(=C4C(=C3C)O)O)O)O. Drug 1: CNC(=O)C1=CC=CC=C1SC2=CC3=C(C=C2)C(=NN3)C=CC4=CC=CC=N4. Cell line: DU-145. Synergy scores: CSS=0.872, Synergy_ZIP=0.749, Synergy_Bliss=1.63, Synergy_Loewe=-0.603, Synergy_HSA=-0.681. (4) Drug 1: CC(C)(C1=NC(=CC=C1)N2C3=NC(=NC=C3C(=O)N2CC=C)NC4=CC=C(C=C4)N5CCN(CC5)C)O. Drug 2: CNC(=O)C1=NC=CC(=C1)OC2=CC=C(C=C2)NC(=O)NC3=CC(=C(C=C3)Cl)C(F)(F)F. Cell line: SK-OV-3. Synergy scores: CSS=69.5, Synergy_ZIP=15.2, Synergy_Bliss=14.7, Synergy_Loewe=1.88, Synergy_HSA=15.0. (5) Drug 1: CC1=CC=C(C=C1)C2=CC(=NN2C3=CC=C(C=C3)S(=O)(=O)N)C(F)(F)F. Drug 2: C1=CC=C(C(=C1)C(C2=CC=C(C=C2)Cl)C(Cl)Cl)Cl. Cell line: DU-145. Synergy scores: CSS=2.91, Synergy_ZIP=-0.498, Synergy_Bliss=0.285, Synergy_Loewe=-0.947, Synergy_HSA=-0.971. (6) Synergy scores: CSS=37.8, Synergy_ZIP=-2.12, Synergy_Bliss=-3.93, Synergy_Loewe=-9.95, Synergy_HSA=-1.42. Cell line: U251. Drug 2: CC1C(C(CC(O1)OC2CC(CC3=C2C(=C4C(=C3O)C(=O)C5=CC=CC=C5C4=O)O)(C(=O)C)O)N)O. Drug 1: CCCCC(=O)OCC(=O)C1(CC(C2=C(C1)C(=C3C(=C2O)C(=O)C4=C(C3=O)C=CC=C4OC)O)OC5CC(C(C(O5)C)O)NC(=O)C(F)(F)F)O. (7) Drug 1: CN1C(=O)N2C=NC(=C2N=N1)C(=O)N. Drug 2: C1=CC=C(C(=C1)C(C2=CC=C(C=C2)Cl)C(Cl)Cl)Cl. Cell line: SW-620. Synergy scores: CSS=3.41, Synergy_ZIP=-0.574, Synergy_Bliss=-0.0645, Synergy_Loewe=-4.25, Synergy_HSA=-3.28. (8) Drug 1: C1CC(C1)(C(=O)O)C(=O)O.[NH2-].[NH2-].[Pt+2]. Drug 2: CC12CCC3C(C1CCC2OP(=O)(O)O)CCC4=C3C=CC(=C4)OC(=O)N(CCCl)CCCl.[Na+]. Cell line: NCI-H522. Synergy scores: CSS=13.0, Synergy_ZIP=-7.44, Synergy_Bliss=-3.32, Synergy_Loewe=-5.84, Synergy_HSA=-1.70. (9) Drug 1: CC1=C(N=C(N=C1N)C(CC(=O)N)NCC(C(=O)N)N)C(=O)NC(C(C2=CN=CN2)OC3C(C(C(C(O3)CO)O)O)OC4C(C(C(C(O4)CO)O)OC(=O)N)O)C(=O)NC(C)C(C(C)C(=O)NC(C(C)O)C(=O)NCCC5=NC(=CS5)C6=NC(=CS6)C(=O)NCCC[S+](C)C)O. Drug 2: B(C(CC(C)C)NC(=O)C(CC1=CC=CC=C1)NC(=O)C2=NC=CN=C2)(O)O. Cell line: MDA-MB-435. Synergy scores: CSS=57.9, Synergy_ZIP=-1.02, Synergy_Bliss=1.01, Synergy_Loewe=1.06, Synergy_HSA=0.673. (10) Drug 1: CC(CN1CC(=O)NC(=O)C1)N2CC(=O)NC(=O)C2. Drug 2: C1=NC2=C(N=C(N=C2N1C3C(C(C(O3)CO)O)F)Cl)N. Cell line: SK-MEL-5. Synergy scores: CSS=28.2, Synergy_ZIP=-4.90, Synergy_Bliss=-0.312, Synergy_Loewe=-14.1, Synergy_HSA=1.42.